From a dataset of Full USPTO retrosynthesis dataset with 1.9M reactions from patents (1976-2016). Predict the reactants needed to synthesize the given product. (1) Given the product [C:4]1([C@H:1]([OH:3])[CH3:2])[CH:9]=[CH:8][CH:7]=[CH:6][CH:5]=1, predict the reactants needed to synthesize it. The reactants are: [C:1]([C:4]1[CH:9]=[CH:8][CH:7]=[CH:6][CH:5]=1)(=[O:3])[CH3:2].N12CCCN=C1CCCCC2. (2) The reactants are: [CH:1]([C:4]1[CH:10]=[CH:9][C:7]([NH2:8])=[CH:6][CH:5]=1)([CH3:3])[CH3:2].[O:11]1[CH2:16][CH2:15][C:14](=O)[CH2:13][CH2:12]1.CC(O)=O.C(O[BH-](OC(=O)C)OC(=O)C)(=O)C.[Na+]. Given the product [CH:1]([C:4]1[CH:10]=[CH:9][C:7]([NH:8][CH:14]2[CH2:15][CH2:16][O:11][CH2:12][CH2:13]2)=[CH:6][CH:5]=1)([CH3:3])[CH3:2], predict the reactants needed to synthesize it. (3) Given the product [CH2:11]([O:10][C:8]([C:3]1[N:4]=[C:5]([CH3:7])[S:6][C:2]=1[NH:1][C:14]1[CH:19]=[CH:18][CH:17]=[CH:16][C:15]=1[N+:20]([O-:22])=[O:21])=[O:9])[CH3:12], predict the reactants needed to synthesize it. The reactants are: [NH2:1][C:2]1[S:6][C:5]([CH3:7])=[N:4][C:3]=1[C:8]([O:10][CH2:11][CH3:12])=[O:9].F[C:14]1[CH:19]=[CH:18][CH:17]=[CH:16][C:15]=1[N+:20]([O-:22])=[O:21].O.[OH-].[Li+]. (4) Given the product [F:29][C:30]1[CH:31]=[C:32]([C:36]2[N:38]=[C:22]([CH:10]3[CH2:9][CH:8]([C:5]4[CH:6]=[CH:7][C:2]([CH3:1])=[C:3]([C:25]([F:27])([F:28])[F:26])[CH:4]=4)[CH2:13][N:12]([C:14]([N:16]4[CH2:17][CH2:18][O:19][CH2:20][CH2:21]4)=[O:15])[CH2:11]3)[O:23][N:37]=2)[CH:33]=[CH:34][CH:35]=1, predict the reactants needed to synthesize it. The reactants are: [CH3:1][C:2]1[CH:7]=[CH:6][C:5]([CH:8]2[CH2:13][N:12]([C:14]([N:16]3[CH2:21][CH2:20][O:19][CH2:18][CH2:17]3)=[O:15])[CH2:11][CH:10]([C:22](O)=[O:23])[CH2:9]2)=[CH:4][C:3]=1[C:25]([F:28])([F:27])[F:26].[F:29][C:30]1[CH:31]=[C:32]([C:36](=[N:38]O)[NH2:37])[CH:33]=[CH:34][CH:35]=1. (5) Given the product [CH3:73][O:74][C:62]([C:26]1[CH:25]=[CH:10][C:9]2[C@@:8]3([CH2:1][C:2]4[CH:7]=[CH:6][CH:5]=[CH:4][CH:3]=4)[CH2:18][CH:17]=[C:16]([C:19]4[CH:24]=[CH:23][CH:22]=[CH:21][CH:20]=4)[CH2:15][C@H:14]3[CH2:13][CH2:12][CH2:11][C:28]=2[CH:27]=1)=[O:65].[CH3:73][O:74][C:26]([C:62]1[CH:61]=[CH:46][C:45]2[C@:44]3([CH2:37][C:38]4[CH:43]=[CH:42][CH:41]=[CH:40][CH:39]=4)[CH2:54][CH:53]=[C:52]([C:55]4[CH:60]=[CH:59][CH:58]=[CH:57][CH:56]=4)[CH2:51][C@@H:50]3[CH2:49][CH2:48][CH2:47][C:64]=2[CH:63]=1)=[O:29], predict the reactants needed to synthesize it. The reactants are: [CH2:1]([C@:8]12[CH2:18][CH:17]=[C:16]([C:19]3[CH:24]=[CH:23][CH:22]=[CH:21][CH:20]=3)[CH2:15][C@H:14]1[CH2:13][CH2:12][CH2:11][C:10]1[CH:25]=[C:26]([O:29]S(C(F)(F)F)(=O)=O)[CH:27]=[CH:28][C:9]2=1)[C:2]1[CH:7]=[CH:6][CH:5]=[CH:4][CH:3]=1.[CH2:37]([C@@:44]12[CH2:54][CH:53]=[C:52]([C:55]3[CH:60]=[CH:59][CH:58]=[CH:57][CH:56]=3)[CH2:51][C@@H:50]1[CH2:49][CH2:48][CH2:47][C:46]1[CH:61]=[C:62]([O:65]S(C(F)(F)F)(=O)=O)[CH:63]=[CH:64][C:45]2=1)[C:38]1[CH:43]=[CH:42][CH:41]=[CH:40][CH:39]=1.[CH3:73][OH:74].